From a dataset of Catalyst prediction with 721,799 reactions and 888 catalyst types from USPTO. Predict which catalyst facilitates the given reaction. (1) The catalyst class is: 1. Product: [C:1]([O:5][C:6](=[O:15])[NH:7][C:8]1[CH:13]=[CH:12][CH:11]=[C:10]([CH2:14][CH:13]2[CH:20]([OH:22])[CH2:6][N:7]([CH2:16][C:17]3[CH:19]=[CH:27][CH:26]=[CH:25][CH:24]=3)[CH2:8]2)[N:9]=1)([CH3:4])([CH3:3])[CH3:2]. Reactant: [C:1]([O:5][C:6](=[O:15])[NH:7][C:8]1[CH:13]=[CH:12][CH:11]=[C:10]([CH3:14])[N:9]=1)([CH3:4])([CH3:3])[CH3:2].[CH3:16][C:17]([CH3:19])=O.[C:20](=[O:22])=O.[Li][CH2:24][CH2:25][CH2:26][CH3:27]. (2) Reactant: C1(P(C2CCCCC2)C2CCCCC2)CCCCC1.[F:20][C:21]1[CH:30]=[C:29](B2OC(C)(C)C(C)(C)O2)[CH:28]=[C:27]2[C:22]=1[N:23]=[CH:24][CH:25]=[N:26]2.[CH3:40][O:41][C:42](=[O:67])[C:43]1[CH:48]=[CH:47][CH:46]=[CH:45][C:44]=1[NH:49][C:50]1[N:54]([C:55]2[CH:60]=[CH:59][CH:58]=[CH:57][C:56]=2[C:61]([F:64])([F:63])[F:62])[N:53]=[C:52]([CH3:65])[C:51]=1Br.P([O-])([O-])([O-])=O.[K+].[K+].[K+]. Product: [CH3:40][O:41][C:42](=[O:67])[C:43]1[CH:48]=[CH:47][CH:46]=[CH:45][C:44]=1[NH:49][C:50]1[N:54]([C:55]2[CH:60]=[CH:59][CH:58]=[CH:57][C:56]=2[C:61]([F:64])([F:62])[F:63])[N:53]=[C:52]([CH3:65])[C:51]=1[C:29]1[CH:28]=[C:27]2[C:22](=[C:21]([F:20])[CH:30]=1)[N:23]=[CH:24][CH:25]=[N:26]2. The catalyst class is: 127. (3) Reactant: [CH3:1][O:2][C:3]1[CH:4]=[C:5]([CH:17]=[CH:18][CH:19]=1)[CH2:6][O:7][CH2:8][C:9]1[O:13][N:12]=[C:11]([C:14]([OH:16])=O)[CH:10]=1.C(N(CC)CC)C.Cl.C(N=C=NCCCN(C)C)C.ON1C2C=CC=CC=2N=N1.[O:49]1[CH2:54][CH2:53][CH:52]([CH2:55][NH2:56])[CH2:51][CH2:50]1. Product: [O:49]1[CH2:54][CH2:53][CH:52]([CH2:55][NH:56][C:14]([C:11]2[CH:10]=[C:9]([CH2:8][O:7][CH2:6][C:5]3[CH:17]=[CH:18][CH:19]=[C:3]([O:2][CH3:1])[CH:4]=3)[O:13][N:12]=2)=[O:16])[CH2:51][CH2:50]1. The catalyst class is: 408. (4) Reactant: [N:1]([C:4]1[CH:18]=[CH:17][C:7]([O:8][C:9]2[CH:14]=[C:13]([F:15])[CH:12]=[CH:11][C:10]=2[Cl:16])=[CH:6][CH:5]=1)=[N+:2]=[N-:3].[C:19]([O:23][CH2:24][CH3:25])(=[O:22])[C:20]#[CH:21]. Product: [Cl:16][C:10]1[CH:11]=[CH:12][C:13]([F:15])=[CH:14][C:9]=1[O:8][C:7]1[CH:17]=[CH:18][C:4]([N:1]2[CH:21]=[C:20]([C:19]([O:23][CH2:24][CH3:25])=[O:22])[N:3]=[N:2]2)=[CH:5][CH:6]=1. The catalyst class is: 11. (5) Reactant: [C:1]1([S:7]([C:10]2[CH:11]=[N:12][C:13]3[C:18]([CH:19]=2)=[CH:17][CH:16]=[CH:15][C:14]=3[CH:20]2[CH2:23][N:22](C(OC(C)(C)C)=O)[CH2:21]2)(=[O:9])=[O:8])[CH:6]=[CH:5][CH:4]=[CH:3][CH:2]=1.[ClH:31]. Product: [ClH:31].[NH:22]1[CH2:23][CH:20]([C:14]2[CH:15]=[CH:16][CH:17]=[C:18]3[C:13]=2[N:12]=[CH:11][C:10]([S:7]([C:1]2[CH:2]=[CH:3][CH:4]=[CH:5][CH:6]=2)(=[O:9])=[O:8])=[CH:19]3)[CH2:21]1. The catalyst class is: 2. (6) Product: [Br:1][C:2]1[CH:7]=[CH:6][C:5]([C:8](=[N:22][O:23][CH2:24][CH3:25])[CH:9]2[CH2:10][CH2:11][N:12]([C:15]3([CH3:21])[CH2:20][CH2:19][N:18]([C:37]([C:29]4[CH:28]=[C:27]([OH:26])[C:36]5[C:31](=[CH:32][CH:33]=[CH:34][CH:35]=5)[N:30]=4)=[O:38])[CH2:17][CH2:16]3)[CH2:13][CH2:14]2)=[CH:4][CH:3]=1. Reactant: [Br:1][C:2]1[CH:7]=[CH:6][C:5]([C:8](=[N:22][O:23][CH2:24][CH3:25])[CH:9]2[CH2:14][CH2:13][N:12]([C:15]3([CH3:21])[CH2:20][CH2:19][NH:18][CH2:17][CH2:16]3)[CH2:11][CH2:10]2)=[CH:4][CH:3]=1.[OH:26][C:27]1[C:36]2[C:31](=[CH:32][CH:33]=[CH:34][CH:35]=2)[N:30]=[C:29]([C:37](O)=[O:38])[CH:28]=1.CCN(CC)CC.CN(C(ON1N=NC2C=CC=NC1=2)=[N+](C)C)C.F[P-](F)(F)(F)(F)F. The catalyst class is: 3. (7) Reactant: [CH2:1]([C@H:8]1[N:13]([C:14]([C:16]2[N:17]=[CH:18][N:19]([CH:27]3[CH2:31][CH2:30][NH:29][CH2:28]3)[C:20]=2[C:21]2[CH:26]=[CH:25][CH:24]=[CH:23][CH:22]=2)=[O:15])[CH2:12][CH2:11][N:10]([C:32]([O:34]CCCC)=[O:33])[CH2:9]1)[C:2]1[CH:7]=[CH:6][CH:5]=[CH:4][CH:3]=1.[C:39](Cl)(=[O:46])[C:40]1[CH:45]=[CH:44][CH:43]=[CH:42][CH:41]=1.C(=O)(O)[O-].[Na+]. Product: [C:39]([N:29]1[CH2:30][CH2:31][CH:27]([N:19]2[C:20]([C:21]3[CH:22]=[CH:23][CH:24]=[CH:25][CH:26]=3)=[C:16]([C:14]([N:13]3[CH2:12][CH2:11][N:10]([C:32]([O:34][C:2]([CH3:7])([CH3:3])[CH3:1])=[O:33])[CH2:9][C@H:8]3[CH2:1][C:2]3[CH:7]=[CH:6][CH:5]=[CH:4][CH:3]=3)=[O:15])[N:17]=[CH:18]2)[CH2:28]1)(=[O:46])[C:40]1[CH:45]=[CH:44][CH:43]=[CH:42][CH:41]=1. The catalyst class is: 44.